Dataset: Peptide-MHC class I binding affinity with 185,985 pairs from IEDB/IMGT. Task: Regression. Given a peptide amino acid sequence and an MHC pseudo amino acid sequence, predict their binding affinity value. This is MHC class I binding data. (1) The peptide sequence is KMSTDNAVY. The MHC is HLA-A11:01 with pseudo-sequence HLA-A11:01. The binding affinity (normalized) is 0.519. (2) The peptide sequence is AEYLYADGI. The MHC is HLA-B40:01 with pseudo-sequence HLA-B40:01. The binding affinity (normalized) is 0.851. (3) The MHC is HLA-A29:02 with pseudo-sequence HLA-A29:02. The peptide sequence is HLRGFSKSI. The binding affinity (normalized) is 0. (4) The peptide sequence is SSKMFNYFK. The MHC is HLA-B44:03 with pseudo-sequence HLA-B44:03. The binding affinity (normalized) is 0.0847. (5) The peptide sequence is SRIRDGLQY. The MHC is HLA-B27:05 with pseudo-sequence HLA-B27:05. The binding affinity (normalized) is 0.419.